Dataset: Forward reaction prediction with 1.9M reactions from USPTO patents (1976-2016). Task: Predict the product of the given reaction. (1) Given the reactants ClCCl.C([O-])([O-])=O.[Cs+].[Cs+].[F:10][C:11]1[CH:12]=[C:13](B(O)O)[CH:14]=[CH:15][C:16]=1[O:17][CH3:18].Cl[C:23]1[N:24]=[C:25]([CH3:44])[C:26]2[CH2:31][CH2:30][N:29]([C:32]3[CH:37]=[CH:36][C:35]([CH2:38][C:39]([O:41][CH2:42][CH3:43])=[O:40])=[CH:34][CH:33]=3)[C:27]=2[N:28]=1, predict the reaction product. The product is: [F:10][C:11]1[CH:12]=[C:13]([C:23]2[N:24]=[C:25]([CH3:44])[C:26]3[CH2:31][CH2:30][N:29]([C:32]4[CH:33]=[CH:34][C:35]([CH2:38][C:39]([O:41][CH2:42][CH3:43])=[O:40])=[CH:36][CH:37]=4)[C:27]=3[N:28]=2)[CH:14]=[CH:15][C:16]=1[O:17][CH3:18]. (2) Given the reactants Cl[C:2]1[CH:3]=[C:4]([NH:9][C:10]2[N:11]=[N:12][C:13]([C:16]3[CH:21]=[CH:20][N:19]=[CH:18][CH:17]=3)=[CH:14][CH:15]=2)[C:5](=[O:8])[NH:6][N:7]=1.[C:22]([C:26]1[N:27]=[CH:28][C:29]([C:32]([NH:34][C:35]2[CH:40]=[C:39](B3OC(C)(C)C(C)(C)O3)[CH:38]=[CH:37][C:36]=2[F:50])=[O:33])=[N:30][CH:31]=1)([CH3:25])([CH3:24])[CH3:23].C(=O)([O-])[O-].[Na+].[Na+].O1CCOCC1, predict the reaction product. The product is: [C:22]([C:26]1[N:27]=[CH:28][C:29]([C:32]([NH:34][C:35]2[CH:40]=[C:39]([C:2]3[CH:3]=[C:4]([NH:9][C:10]4[N:11]=[N:12][C:13]([C:16]5[CH:21]=[CH:20][N:19]=[CH:18][CH:17]=5)=[CH:14][CH:15]=4)[C:5](=[O:8])[NH:6][N:7]=3)[CH:38]=[CH:37][C:36]=2[F:50])=[O:33])=[N:30][CH:31]=1)([CH3:25])([CH3:23])[CH3:24]. (3) Given the reactants [F:1][C:2]1[C:3]([C:18]2[N:19]=[C:20]([S:28]C)[N:21]3[CH:26]=[CH:25][N:24]=[C:23]([NH2:27])[C:22]=23)=[CH:4][CH:5]=[C:6]2[C:11]=1[N:10]=[C:9]([C:12]1[CH:17]=[CH:16][CH:15]=[CH:14][CH:13]=1)[CH:8]=[CH:7]2.CC(O)=O.Br, predict the reaction product. The product is: [NH2:27][C:23]1[C:22]2[N:21]([C:20]([SH:28])=[N:19][C:18]=2[C:3]2[C:2]([F:1])=[C:11]3[C:6]([CH:7]=[CH:8][C:9]([C:12]4[CH:17]=[CH:16][CH:15]=[CH:14][CH:13]=4)=[N:10]3)=[CH:5][CH:4]=2)[CH:26]=[CH:25][N:24]=1. (4) Given the reactants [Br:1][C:2]1[CH:7]=[CH:6][C:5]([CH:8]([C:10]2[CH:15]=[CH:14][C:13]([Br:16])=[CH:12][CH:11]=2)O)=[CH:4][CH:3]=1.[BH4-].[Na+].O.[OH-].[Na+], predict the reaction product. The product is: [Br:1][C:2]1[CH:3]=[CH:4][C:5]([CH2:8][C:10]2[CH:15]=[CH:14][C:13]([Br:16])=[CH:12][CH:11]=2)=[CH:6][CH:7]=1. (5) Given the reactants [CH2:1]([NH:8][S:9]([C:12]1[CH:17]=[CH:16][CH:15]=[C:14]([CH2:18][OH:19])[CH:13]=1)(=[O:11])=[O:10])[C:2]1[CH:7]=[CH:6][CH:5]=[CH:4][CH:3]=1, predict the reaction product. The product is: [CH2:1]([NH:8][S:9]([C:12]1[CH:17]=[CH:16][CH:15]=[C:14]([CH:18]=[O:19])[CH:13]=1)(=[O:11])=[O:10])[C:2]1[CH:7]=[CH:6][CH:5]=[CH:4][CH:3]=1. (6) Given the reactants [Cl:1][C:2]1[CH:3]=[C:4]2[C:9](=[CH:10][C:11]=1[N:12]1[CH2:17][C:16]3[C:18]([CH:25]4[CH2:27][CH2:26]4)=[N:19][C:20]([C:22](O)=[O:23])=[CH:21][C:15]=3[NH:14][C:13]1=[O:28])[O:8][CH:7]([C:29]1[C:34]([F:35])=[CH:33][CH:32]=[CH:31][N:30]=1)[CH2:6][CH2:5]2.[CH3:36][S:37][CH2:38][CH2:39][NH2:40].CCN=C=NCCCN(C)C.C1C=CC2N([OH:61])N=NC=2C=1, predict the reaction product. The product is: [Cl:1][C:2]1[CH:3]=[C:4]2[C:9](=[CH:10][C:11]=1[N:12]1[CH2:17][C:16]3[C:18]([CH:25]4[CH2:27][CH2:26]4)=[N:19][C:20]([C:22]([NH:40][CH2:39][CH2:38][S:37]([CH3:36])=[O:61])=[O:23])=[CH:21][C:15]=3[NH:14][C:13]1=[O:28])[O:8][CH:7]([C:29]1[C:34]([F:35])=[CH:33][CH:32]=[CH:31][N:30]=1)[CH2:6][CH2:5]2.